This data is from Forward reaction prediction with 1.9M reactions from USPTO patents (1976-2016). The task is: Predict the product of the given reaction. (1) Given the reactants [F:1][C:2]([F:36])([F:35])[C:3]1[CH:30]=[C:29]([C:31]([F:34])([F:33])[F:32])[CH:28]=[CH:27][C:4]=1[CH2:5][N:6]1[CH2:11][CH2:10][CH:9](/[CH:12]=[C:13]2/[C:14]([NH:19][CH2:20][C:21]([NH:23][CH:24]3[CH2:26][CH2:25]3)=[O:22])=[N:15][C:16](=[O:18])[S:17]/2)[CH2:8][CH2:7]1.[ClH:37].C(OCC)(=O)C, predict the reaction product. The product is: [ClH:37].[F:36][C:2]([F:1])([F:35])[C:3]1[CH:30]=[C:29]([C:31]([F:33])([F:34])[F:32])[CH:28]=[CH:27][C:4]=1[CH2:5][N:6]1[CH2:7][CH2:8][CH:9](/[CH:12]=[C:13]2/[C:14]([NH:19][CH2:20][C:21]([NH:23][CH:24]3[CH2:25][CH2:26]3)=[O:22])=[N:15][C:16](=[O:18])[S:17]/2)[CH2:10][CH2:11]1. (2) Given the reactants [OH:1][C:2]1[C:3]([CH3:10])=[C:4]([CH:7]=[CH:8][CH:9]=1)[C:5]#[N:6].C(=O)(O)[O-].[Na+].Cl.[NH2:17][OH:18], predict the reaction product. The product is: [OH:18][NH:17][C:5]([C:4]1[CH:7]=[CH:8][CH:9]=[C:2]([OH:1])[C:3]=1[CH3:10])=[NH:6]. (3) The product is: [F:2][C:3]1[CH:12]=[CH:11][C:10]2[NH:9][C:8](=[O:13])[C:7]3=[C:14]([CH3:17])[N:15]([CH:19]4[CH2:20][CH2:21][CH2:22][CH2:23][O:18]4)[N:16]=[C:6]3[C:5]=2[CH:4]=1. Given the reactants Cl.[F:2][C:3]1[CH:12]=[CH:11][C:10]2[NH:9][C:8](=[O:13])[C:7]3=[C:14]([CH3:17])[NH:15][N:16]=[C:6]3[C:5]=2[CH:4]=1.[O:18]1[CH:23]=[CH:22][CH2:21][CH2:20][CH2:19]1.C1(C)C=CC(S(O)(=O)=O)=CC=1, predict the reaction product. (4) Given the reactants [NH2:1][C:2]1[CH:7]=[CH:6][C:5]([C:8]2[NH:12][C:11]([CH:13]3[N:21]4[C:16](=[CH:17][C:18]([C:23]5[CH:28]=[C:27]([Cl:29])[CH:26]=[CH:25][C:24]=5[N:30]5[CH:34]=[N:33][N:32]=[N:31]5)=[CH:19][C:20]4=[O:22])[CH2:15][CH2:14]3)=[N:10][CH:9]=2)=[CH:4][CH:3]=1.[CH3:35][O:36][CH2:37][CH2:38][CH2:39][C:40](O)=[O:41], predict the reaction product. The product is: [Cl:29][C:27]1[CH:26]=[CH:25][C:24]([N:30]2[CH:34]=[N:33][N:32]=[N:31]2)=[C:23]([C:18]2[CH:17]=[C:16]3[N:21]([CH:13]([C:11]4[NH:12][C:8]([C:5]5[CH:4]=[CH:3][C:2]([NH:1][C:40](=[O:41])[CH2:39][CH2:38][CH2:37][O:36][CH3:35])=[CH:7][CH:6]=5)=[CH:9][N:10]=4)[CH2:14][CH2:15]3)[C:20](=[O:22])[CH:19]=2)[CH:28]=1.